From a dataset of Catalyst prediction with 721,799 reactions and 888 catalyst types from USPTO. Predict which catalyst facilitates the given reaction. (1) Reactant: FC1C([O:8][C:9](=O)[C@H:10]([CH2:29][CH2:30][CH2:31][CH2:32][NH:33][C:34]([O:36][C:37]([CH3:40])([CH3:39])[CH3:38])=[O:35])[NH:11][C:12]([O:14][CH2:15][CH:16]2[C:28]3[C:23](=[CH:24][CH:25]=[CH:26][CH:27]=3)[C:22]3[C:17]2=[CH:18][CH:19]=[CH:20][CH:21]=3)=[O:13])=C(F)C(F)=C(F)C=1F.[N+:46]([O:49][CH2:50][CH2:51][CH2:52][CH2:53][OH:54])([O-:48])=[O:47]. Product: [CH:18]1[C:17]2[CH:16]([CH2:15][O:14][C:12](=[O:13])[NH:11][C@H:10]([C:9]([O:54][CH2:53][CH2:52][CH2:51][CH2:50][O:49][N+:46]([O-:48])=[O:47])=[O:8])[CH2:29][CH2:30][CH2:31][CH2:32][NH:33][C:34](=[O:35])[O:36][C:37]([CH3:38])([CH3:39])[CH3:40])[C:28]3[C:23](=[CH:24][CH:25]=[CH:26][CH:27]=3)[C:22]=2[CH:21]=[CH:20][CH:19]=1. The catalyst class is: 3. (2) Reactant: [CH2:1]([O:4][CH:5]1[CH2:10][C:9]([CH3:12])([CH3:11])[NH+:8]([O-:13])[C:7]([CH3:15])([CH3:14])[CH2:6]1)[CH2:2][CH3:3].[C:16](OC(=O)C)(=[O:18])[CH3:17]. Product: [C:16]([O:13][N:8]1[C:7]([CH3:14])([CH3:15])[CH2:6][CH:5]([O:4][CH2:1][CH2:2][CH3:3])[CH2:10][C:9]1([CH3:12])[CH3:11])(=[O:18])[CH3:17]. The catalyst class is: 553.